Dataset: Peptide-MHC class II binding affinity with 134,281 pairs from IEDB. Task: Regression. Given a peptide amino acid sequence and an MHC pseudo amino acid sequence, predict their binding affinity value. This is MHC class II binding data. (1) The peptide sequence is MSQIMYNYPAMRAHA. The MHC is DRB3_0202 with pseudo-sequence DRB3_0202. The binding affinity (normalized) is 0.678. (2) The peptide sequence is AAATDGTTVYGAFAA. The MHC is HLA-DQA10401-DQB10402 with pseudo-sequence HLA-DQA10401-DQB10402. The binding affinity (normalized) is 0.558. (3) The peptide sequence is WKKYFAATQFEPLAA. The MHC is HLA-DQA10301-DQB10302 with pseudo-sequence HLA-DQA10301-DQB10302. The binding affinity (normalized) is 0.386. (4) The peptide sequence is KTKNKTNWKQTWTFK. The MHC is HLA-DQA10501-DQB10303 with pseudo-sequence HLA-DQA10501-DQB10303. The binding affinity (normalized) is 0.